From a dataset of Catalyst prediction with 721,799 reactions and 888 catalyst types from USPTO. Predict which catalyst facilitates the given reaction. (1) Reactant: C([Sn](CCCC)(CCCC)/[CH:6]=[CH:7]/[C:8]([CH3:11])([CH3:10])[CH3:9])CCC.Br[C:21]1[O:25][N:24]=[C:23]([C:26]([O:28][CH2:29][CH3:30])=[O:27])[C:22]=1[CH3:31]. Product: [CH3:11][C:8]([CH3:9])([CH3:10])/[CH:7]=[CH:6]/[C:21]1[O:25][N:24]=[C:23]([C:26]([O:28][CH2:29][CH3:30])=[O:27])[C:22]=1[CH3:31]. The catalyst class is: 77. (2) Reactant: Br[C:2]1[CH:7]=[CH:6][CH:5]=[C:4]([Br:8])[CH:3]=1.[C:9]1(B(O)O)[C:22]2[C:23]3=[C:24]4[C:19](=[CH:20][CH:21]=2)[CH:18]=[CH:17][CH:16]=[C:15]4[CH:14]=[CH:13][C:12]3=[CH:11][CH:10]=1.C([O-])([O-])=O.[Na+].[Na+].CCO. Product: [Br:8][C:4]1[CH:3]=[C:2]([C:16]2[C:15]3[C:24]4=[C:23]5[C:12](=[CH:13][CH:14]=3)[CH:11]=[CH:10][CH:9]=[C:22]5[CH:21]=[CH:20][C:19]4=[CH:18][CH:17]=2)[CH:7]=[CH:6][CH:5]=1. The catalyst class is: 206. (3) Reactant: Cl[C:2]1[C:7]([N+:8]([O-:10])=[O:9])=[CH:6][CH:5]=[C:4](Cl)[N:3]=1.C(N(CC)CC)C.[N:19]1[CH:24]=[CH:23][CH:22]=[C:21]([C@H:25]([NH2:27])[CH3:26])[CH:20]=1.[CH3:28][O:29][C:30]1[CH:37]=[C:36]([O:38][CH3:39])[CH:35]=[CH:34][C:31]=1[CH2:32][NH2:33]. Product: [CH3:28][O:29][C:30]1[CH:37]=[C:36]([O:38][CH3:39])[CH:35]=[CH:34][C:31]=1[CH2:32][NH:33][C:4]1[N:3]=[C:2]([NH:27][C@@H:25]([C:21]2[CH:20]=[N:19][CH:24]=[CH:23][CH:22]=2)[CH3:26])[C:7]([N+:8]([O-:10])=[O:9])=[CH:6][CH:5]=1. The catalyst class is: 56. (4) Reactant: B(Br)(Br)Br.C[O:6][C:7]1[CH:8]=[C:9]([CH2:13][PH:14](=[O:18])[O:15][CH2:16][CH3:17])[CH:10]=[CH:11][CH:12]=1. Product: [OH:6][C:7]1[CH:8]=[C:9]([CH2:13][PH:14](=[O:18])[O:15][CH2:16][CH3:17])[CH:10]=[CH:11][CH:12]=1. The catalyst class is: 2. (5) Reactant: [C:1]([Cl:4])([Cl:3])=[S:2].[C:5]([O-])([O-])=O.[K+].[K+].[C:11]([O:15][C:16]1[CH:17]=[C:18]([NH2:23])[CH:19]=[C:20]([F:22])[CH:21]=1)([CH3:14])([CH3:13])[CH3:12]. Product: [C:11]([O:15][C:16]1[CH:17]=[C:18]([N:23]=[C:1]=[S:2])[CH:19]=[C:20]([F:22])[CH:21]=1)([CH3:14])([CH3:12])[CH3:13].[Cl:3][CH2:1][Cl:4].[CH3:21][CH2:20][CH2:19][CH:18]([CH3:17])[CH3:5]. The catalyst class is: 146. (6) Reactant: [Cl:1][C:2]1[S:6][C:5]([C:7]([OH:9])=O)=[CH:4][CH:3]=1.N1C=CC=[C-]1.Cl.[NH2:16][CH2:17][C@@H:18]([OH:34])[CH2:19][NH:20][C:21]1[CH:26]=[CH:25][C:24]([N:27]2[CH2:32][CH2:31][O:30][CH2:29][C:28]2=[O:33])=[CH:23][CH:22]=1.Cl. Product: [OH:34][C@H:18]([CH2:19][NH:20][C:21]1[CH:22]=[CH:23][C:24]([N:27]2[CH2:32][CH2:31][O:30][CH2:29][C:28]2=[O:33])=[CH:25][CH:26]=1)[CH2:17][NH:16][C:7]([C:5]1[S:6][C:2]([Cl:1])=[CH:3][CH:4]=1)=[O:9]. The catalyst class is: 2.